Dataset: Catalyst prediction with 721,799 reactions and 888 catalyst types from USPTO. Task: Predict which catalyst facilitates the given reaction. (1) Reactant: [Si:1]([O:8][CH2:9][C:10]1[N:15]=[C:14]([NH:16][C:17]2[S:18][CH:19]=[CH:20][N:21]=2)[CH:13]=[CH:12][CH:11]=1)([C:4]([CH3:7])([CH3:6])[CH3:5])([CH3:3])[CH3:2].[Cl:22]N1C(=O)CCC1=O. Product: [Si:1]([O:8][CH2:9][C:10]1[N:15]=[C:14]([NH:16][C:17]2[S:18][C:19]([Cl:22])=[CH:20][N:21]=2)[CH:13]=[CH:12][CH:11]=1)([C:4]([CH3:7])([CH3:5])[CH3:6])([CH3:2])[CH3:3]. The catalyst class is: 155. (2) Reactant: [Br:1][C:2]1[CH:7]=[CH:6][C:5]([OH:8])=[CH:4][CH:3]=1.O[CH:10]1[CH2:13][N:12]([C:14]([O:16][C:17]([CH3:20])([CH3:19])[CH3:18])=[O:15])[CH2:11]1.C1C=CC(P(C2C=CC=CC=2)C2C=CC=CC=2)=CC=1.CC(OC(/N=N/C(OC(C)C)=O)=O)C. Product: [Br:1][C:2]1[CH:7]=[CH:6][C:5]([O:8][CH:10]2[CH2:11][N:12]([C:14]([O:16][C:17]([CH3:20])([CH3:19])[CH3:18])=[O:15])[CH2:13]2)=[CH:4][CH:3]=1. The catalyst class is: 11. (3) Reactant: Br[C:2]1[CH:3]=[C:4]2[C:9](=[CH:10][CH:11]=1)[C:8]([Cl:12])=[C:7]([O:13][CH2:14][C:15]#[N:16])[CH:6]=[CH:5]2.[O:17]1[C:21]2[CH:22]=[CH:23][CH:24]=[CH:25][C:20]=2[CH:19]=[C:18]1B(O)O.ClCCl.C(=O)([O-])[O-].[K+].[K+]. Product: [O:17]1[C:21]2[CH:22]=[CH:23][CH:24]=[CH:25][C:20]=2[CH:19]=[C:18]1[C:2]1[CH:3]=[C:4]2[C:9](=[CH:10][CH:11]=1)[C:8]([Cl:12])=[C:7]([O:13][CH2:14][C:15]#[N:16])[CH:6]=[CH:5]2. The catalyst class is: 38. (4) Reactant: [C:1]([O:7][C:8]([CH3:11])([CH3:10])[CH3:9])(=[O:6])[CH2:2][C:3]([CH3:5])=O.[C:12]1([CH3:20])[CH:17]=[CH:16][C:15]([CH:18]=O)=[CH:14][CH:13]=1.N1CCCCC1.[NH2:27][C:28]([CH2:35][NH:36][C:37]([O:39][C:40]([CH3:43])([CH3:42])[CH3:41])=[O:38])=[CH:29][C:30]([O:32][CH2:33][CH3:34])=[O:31]. Product: [C:40]([O:39][C:37]([NH:36][CH2:35][C:28]1[NH:27][C:3]([CH3:5])=[C:2]([C:1]([O:7][C:8]([CH3:11])([CH3:10])[CH3:9])=[O:6])[CH:18]([C:15]2[CH:16]=[CH:17][C:12]([CH3:20])=[CH:13][CH:14]=2)[C:29]=1[C:30]([O:32][CH2:33][CH3:34])=[O:31])=[O:38])([CH3:43])([CH3:42])[CH3:41]. The catalyst class is: 336. (5) Reactant: [N:1]1[CH:6]=[CH:5][CH:4]=[C:3]([CH2:7][C:8](OCC)=[O:9])[CH:2]=1.O1CCCC1.[H-].[Al+3].[Li+].[H-].[H-].[H-].[OH-].[Na+]. Product: [N:1]1[CH:6]=[CH:5][CH:4]=[C:3]([CH2:7][CH2:8][OH:9])[CH:2]=1. The catalyst class is: 6. (6) Reactant: [C:1]1([C:7]2[NH:11][C:10]([C:12]3[CH:13]=[CH:14][C:15]([N:18]4[CH2:23][CH2:22][NH:21][CH2:20][CH2:19]4)=[N:16][CH:17]=3)=[N:9][CH:8]=2)[CH:6]=[CH:5][CH:4]=[CH:3][CH:2]=1.C(N(CC)CC)C.Cl[C:32]1[N:37]=[CH:36][CH:35]=[CH:34][N:33]=1.[OH-].[NH4+]. Product: [C:1]1([C:7]2[N:11]=[C:10]([C:12]3[CH:13]=[CH:14][C:15]([N:18]4[CH2:23][CH2:22][N:21]([C:32]5[N:37]=[CH:36][CH:35]=[CH:34][N:33]=5)[CH2:20][CH2:19]4)=[N:16][CH:17]=3)[NH:9][CH:8]=2)[CH:2]=[CH:3][CH:4]=[CH:5][CH:6]=1. The catalyst class is: 8. (7) Reactant: [CH2:1]([O:3][C:4](=[O:16])[CH2:5][N:6]1[C:14]2[C:9](=[CH:10][CH:11]=[C:12]([NH2:15])[CH:13]=2)[CH:8]=[CH:7]1)[CH3:2].[F:17][C:18]([F:34])([F:33])[O:19][C:20]1[CH:25]=[CH:24][C:23]([C:26]#[C:27][CH2:28][CH2:29][C:30](O)=[O:31])=[CH:22][CH:21]=1.Cl.CN(C)CCCN=C=NCC. Product: [CH2:1]([O:3][C:4](=[O:16])[CH2:5][N:6]1[C:14]2[C:9](=[CH:10][CH:11]=[C:12]([NH:15][C:30](=[O:31])[CH2:29][CH2:28][C:27]#[C:26][C:23]3[CH:24]=[CH:25][C:20]([O:19][C:18]([F:33])([F:34])[F:17])=[CH:21][CH:22]=3)[CH:13]=2)[CH:8]=[CH:7]1)[CH3:2]. The catalyst class is: 277. (8) Reactant: [O:1]1CCCO[CH:2]1[C:7]1[CH:12]=[CH:11][C:10]([C:13]([C:15]2[CH:20]=[CH:19][CH:18]=[CH:17][C:16]=2[C:21]([F:24])([F:23])[F:22])=[O:14])=[CH:9][CH:8]=1.O. Product: [F:22][C:21]([F:23])([F:24])[C:16]1[CH:17]=[CH:18][CH:19]=[CH:20][C:15]=1[C:13]([C:10]1[CH:11]=[CH:12][C:7]([CH:2]=[O:1])=[CH:8][CH:9]=1)=[O:14]. The catalyst class is: 15. (9) Reactant: [CH3:1][C:2]([O:5][C:6]([O:8]C(OC(C)(C)C)=O)=O)([CH3:4])[CH3:3].[CH3:16][NH2:17]. Product: [CH3:16][NH:17][C:6](=[O:8])[O:5][C:2]([CH3:4])([CH3:3])[CH3:1]. The catalyst class is: 2.